Dataset: Full USPTO retrosynthesis dataset with 1.9M reactions from patents (1976-2016). Task: Predict the reactants needed to synthesize the given product. Given the product [CH2:50]([O:57][C:58]([NH:60][C@@H:61]([CH2:62][CH2:63][C:64](=[O:65])[N:13]1[CH2:12][CH2:11][C:10]2([CH2:15][CH2:16][N:7]([C:4]3[CH:3]=[CH:2][N:1]=[CH:6][CH:5]=3)[CH2:8][CH2:9]2)[CH2:14]1)[C:67]([O:69][CH2:70][CH3:71])=[O:68])=[O:59])[C:51]1[CH:52]=[CH:53][CH:54]=[CH:55][CH:56]=1, predict the reactants needed to synthesize it. The reactants are: [N:1]1[CH:6]=[CH:5][C:4]([N:7]2[CH2:16][CH2:15][C:10]3([CH2:14][NH:13][CH2:12][CH2:11]3)[CH2:9][CH2:8]2)=[CH:3][CH:2]=1.CCN(C(C)C)C(C)C.CN(C(ON1N=NC2C=CC=CC1=2)=[N+](C)C)C.F[P-](F)(F)(F)(F)F.[CH2:50]([O:57][C:58]([NH:60][C@H:61]([C:67]([O:69][CH2:70][CH3:71])=[O:68])[CH2:62][CH2:63][C:64](O)=[O:65])=[O:59])[C:51]1[CH:56]=[CH:55][CH:54]=[CH:53][CH:52]=1.